Task: Predict the reactants needed to synthesize the given product.. Dataset: Full USPTO retrosynthesis dataset with 1.9M reactions from patents (1976-2016) (1) The reactants are: [CH2:1]([O:8][C:9]1[C:10](=[O:17])[N:11]([CH3:16])[CH:12]=[C:13](Br)[CH:14]=1)[C:2]1[CH:7]=[CH:6][CH:5]=[CH:4][CH:3]=1.[C:18]1([C:24]2[CH:28]=[CH:27][NH:26][N:25]=2)[CH:23]=[CH:22][CH:21]=[CH:20][CH:19]=1.C([O-])([O-])=O.[K+].[K+].CNC1CCCCC1NC.CN(C)C1CCCCC1N. Given the product [CH2:1]([O:8][C:9]1[C:10](=[O:17])[N:11]([CH3:16])[CH:12]=[C:13]([N:26]2[CH:27]=[CH:28][C:24]([C:18]3[CH:23]=[CH:22][CH:21]=[CH:20][CH:19]=3)=[N:25]2)[CH:14]=1)[C:2]1[CH:7]=[CH:6][CH:5]=[CH:4][CH:3]=1, predict the reactants needed to synthesize it. (2) Given the product [CH3:12][O:11][C:7]1[CH:8]=[CH:9][C:10]2[CH:2]=[C:3]([C:13]3[S:14][C:15]([CH3:18])=[CH:16][CH:17]=3)[O:4][C:5]=2[CH:6]=1, predict the reactants needed to synthesize it. The reactants are: Cl/[CH:2]=[C:3](/[C:13]1[S:14][C:15]([CH3:18])=[CH:16][CH:17]=1)\[O:4][C:5]1[CH:10]=[CH:9][CH:8]=[C:7]([O:11][CH3:12])[CH:6]=1.[F-].[Cs+].C(=O)([O-])[O-].[Cs+].[Cs+]. (3) Given the product [CH2:29]([O:33][C:34]1[N:42]=[C:41]2[C:37]([N:38]=[C:39]([O:54][CH3:55])[N:40]2[CH2:43][CH2:44][CH2:45][CH2:46][CH2:47][CH:48]2[CH2:53][CH2:52][CH2:51][N:50]([CH:5]([CH3:6])[CH3:4])[CH2:49]2)=[C:36]([NH2:56])[N:35]=1)[CH2:30][CH2:31][CH3:32], predict the reactants needed to synthesize it. The reactants are: C(N1CC[CH2:6][CH:5](CCN2C(OC)=NC3C2=NC(O[C@@H](C)CCC)=NC=3N)[CH2:4]1)C.[CH2:29]([O:33][C:34]1[N:42]=[C:41]2[C:37]([N:38]=[C:39]([O:54][CH3:55])[N:40]2[CH2:43][CH2:44][CH2:45][CH2:46][CH2:47][CH:48]2[CH2:53][CH2:52][CH2:51][NH:50][CH2:49]2)=[C:36]([NH2:56])[N:35]=1)[CH2:30][CH2:31][CH3:32].IC(C)C. (4) Given the product [Cl:16][C:15]1[C:6]([NH:5][C:3](=[O:4])[CH2:2][NH:35][C:34]2[CH:36]=[CH:37][C:31]([F:30])=[CH:32][CH:33]=2)=[C:7]2[C:12](=[CH:13][CH:14]=1)[N:11]=[C:10]([C:17]1[CH:21]=[CH:20][N:19]([CH2:22][O:23][CH2:24][CH2:25][Si:26]([CH3:27])([CH3:29])[CH3:28])[N:18]=1)[CH:9]=[CH:8]2, predict the reactants needed to synthesize it. The reactants are: Cl[CH2:2][C:3]([NH:5][C:6]1[C:15]([Cl:16])=[CH:14][CH:13]=[C:12]2[C:7]=1[CH:8]=[CH:9][C:10]([C:17]1[CH:21]=[CH:20][N:19]([CH2:22][O:23][CH2:24][CH2:25][Si:26]([CH3:29])([CH3:28])[CH3:27])[N:18]=1)=[N:11]2)=[O:4].[F:30][C:31]1[CH:37]=[CH:36][C:34]([NH2:35])=[CH:33][CH:32]=1.C(N(CC)CC)C. (5) The reactants are: O[C:2]1([C:15]2[CH:20]=[C:19]([C:21]([F:24])([F:23])[F:22])[CH:18]=[CH:17][N:16]=2)[CH2:7][CH2:6][N:5]([C:8]([O:10][C:11]([CH3:14])([CH3:13])[CH3:12])=[O:9])[CH2:4][CH2:3]1.S(Cl)(Cl)=O. Given the product [F:24][C:21]([F:22])([F:23])[C:19]1[CH:18]=[CH:17][N:16]=[C:15]([C:2]2[CH2:7][CH2:6][N:5]([C:8]([O:10][C:11]([CH3:12])([CH3:14])[CH3:13])=[O:9])[CH2:4][CH:3]=2)[CH:20]=1, predict the reactants needed to synthesize it. (6) Given the product [Cl:1][C:2]1[CH:3]=[CH:4][C:5]([O:10][CH:18]2[CH2:19][CH2:20][C:15]3([O:14][CH2:13][CH2:12][O:11]3)[CH2:16][CH2:17]2)=[C:6]([CH:9]=1)[CH:7]=[O:8], predict the reactants needed to synthesize it. The reactants are: [Cl:1][C:2]1[CH:9]=[C:6]([CH:7]=[O:8])[C:5]([OH:10])=[CH:4][CH:3]=1.[O:11]1[C:15]2([CH2:20][CH2:19][CH:18](OS(C)(=O)=O)[CH2:17][CH2:16]2)[O:14][CH2:13][CH2:12]1.C([O-])([O-])=O.[K+].[K+]. (7) Given the product [F:4][C:5]1[CH:6]=[CH:7][C:8]([C:11]2[CH:22]=[CH:21][C:14]([C:15](=[O:16])[CH3:1])=[CH:13][CH:12]=2)=[N:9][CH:10]=1, predict the reactants needed to synthesize it. The reactants are: [CH3:1][Mg]Br.[F:4][C:5]1[CH:6]=[CH:7][C:8]([C:11]2[CH:22]=[CH:21][C:14]([C:15](N(OC)C)=[O:16])=[CH:13][CH:12]=2)=[N:9][CH:10]=1. (8) Given the product [Br:36][C:37]1[CH:38]=[C:39]([C:18]2[C:19]([N:21]([CH3:26])[S:22]([CH3:25])(=[O:24])=[O:23])=[CH:20][C:10]3[O:9][C:8]([C:5]4[CH:4]=[CH:3][C:2]([F:1])=[CH:7][CH:6]=4)=[C:12]([C:13]([NH:15][CH3:16])=[O:14])[C:11]=3[CH:17]=2)[C:40](=[O:44])[N:41]([CH3:43])[CH:42]=1, predict the reactants needed to synthesize it. The reactants are: [F:1][C:2]1[CH:7]=[CH:6][C:5]([C:8]2[O:9][C:10]3[CH:20]=[C:19]([N:21]([CH3:26])[S:22]([CH3:25])(=[O:24])=[O:23])[C:18](B4OC(C)(C)C(C)(C)O4)=[CH:17][C:11]=3[C:12]=2[C:13]([NH:15][CH3:16])=[O:14])=[CH:4][CH:3]=1.[Br:36][C:37]1[CH:38]=[C:39](I)[C:40](=[O:44])[N:41]([CH3:43])[CH:42]=1.C([O-])([O-])=O.[K+].[K+].